Dataset: NCI-60 drug combinations with 297,098 pairs across 59 cell lines. Task: Regression. Given two drug SMILES strings and cell line genomic features, predict the synergy score measuring deviation from expected non-interaction effect. (1) Drug 1: CN(C)C1=NC(=NC(=N1)N(C)C)N(C)C. Drug 2: CC1=C(C(=CC=C1)Cl)NC(=O)C2=CN=C(S2)NC3=CC(=NC(=N3)C)N4CCN(CC4)CCO. Cell line: NCI-H460. Synergy scores: CSS=13.1, Synergy_ZIP=-3.38, Synergy_Bliss=0.0953, Synergy_Loewe=-23.0, Synergy_HSA=0.762. (2) Drug 1: C1CCC(C1)C(CC#N)N2C=C(C=N2)C3=C4C=CNC4=NC=N3. Drug 2: CCC(=C(C1=CC=CC=C1)C2=CC=C(C=C2)OCCN(C)C)C3=CC=CC=C3.C(C(=O)O)C(CC(=O)O)(C(=O)O)O. Cell line: NCI-H522. Synergy scores: CSS=11.7, Synergy_ZIP=-2.88, Synergy_Bliss=5.16, Synergy_Loewe=3.15, Synergy_HSA=4.82. (3) Drug 1: CC(CN1CC(=O)NC(=O)C1)N2CC(=O)NC(=O)C2. Drug 2: C1=NC2=C(N1)C(=S)N=C(N2)N. Cell line: HCT116. Synergy scores: CSS=48.4, Synergy_ZIP=-7.29, Synergy_Bliss=-8.73, Synergy_Loewe=-13.0, Synergy_HSA=-1.47. (4) Drug 1: CS(=O)(=O)CCNCC1=CC=C(O1)C2=CC3=C(C=C2)N=CN=C3NC4=CC(=C(C=C4)OCC5=CC(=CC=C5)F)Cl. Drug 2: CCCCC(=O)OCC(=O)C1(CC(C2=C(C1)C(=C3C(=C2O)C(=O)C4=C(C3=O)C=CC=C4OC)O)OC5CC(C(C(O5)C)O)NC(=O)C(F)(F)F)O. Cell line: NCI/ADR-RES. Synergy scores: CSS=13.0, Synergy_ZIP=-2.78, Synergy_Bliss=3.20, Synergy_Loewe=-4.87, Synergy_HSA=-2.52.